Dataset: Full USPTO retrosynthesis dataset with 1.9M reactions from patents (1976-2016). Task: Predict the reactants needed to synthesize the given product. (1) Given the product [Cl:26][C:15]1[N:14]=[CH:13][N:12]=[C:11]([CH:4]([CH:1]2[CH2:3][CH2:2]2)[CH2:5][C:6]([O:8][CH2:9][CH3:10])=[O:7])[CH:16]=1, predict the reactants needed to synthesize it. The reactants are: [CH:1]1([CH:4]([C:11]2[CH:16]=[C:15](O)[N:14]=[CH:13][N:12]=2)[CH2:5][C:6]([O:8][CH2:9][CH3:10])=[O:7])[CH2:3][CH2:2]1.CN(C=O)C.C(Cl)(=O)C([Cl:26])=O.Cl. (2) Given the product [CH3:19][CH:18]([C:20]1[CH:21]=[C:22]([O:26][C:27]2[N:32]=[CH:31][C:30]([N:33]3[CH:40]=[N:39][NH:38][C:36]3=[O:35])=[CH:29][CH:28]=2)[CH:23]=[CH:24][CH:25]=1)[CH3:17], predict the reactants needed to synthesize it. The reactants are: CC1C(C)=CC=CC=1OC1N=CC(N)=CC=1.[CH3:17][CH:18]([C:20]1[CH:21]=[C:22]([O:26][C:27]2[N:32]=[CH:31][C:30]([NH2:33])=[CH:29][CH:28]=2)[CH:23]=[CH:24][CH:25]=1)[CH3:19].C[O:35][C:36]([NH:38][N:39]=[CH:40]OC)=O. (3) Given the product [CH:1]1([CH:6]([C:26]2[CH:31]=[CH:30][CH:29]=[CH:28][N:27]=2)[C:7]([NH:9][C:10]2[CH:11]=[C:12]3[C:16](=[CH:17][CH:18]=2)[NH:15][N:14]=[C:13]3[C:43]2[CH:44]=[CH:45][C:40]([O:39][CH:36]3[CH2:35][CH2:34][N:33]([CH3:32])[CH2:38][CH2:37]3)=[CH:41][CH:42]=2)=[O:8])[CH2:2][CH2:3][CH2:4][CH2:5]1, predict the reactants needed to synthesize it. The reactants are: [CH:1]1([CH:6]([C:26]2[CH:31]=[CH:30][CH:29]=[CH:28][N:27]=2)[C:7]([NH:9][C:10]2[CH:11]=[C:12]3[C:16](=[CH:17][CH:18]=2)[N:15](C2CCCCO2)[N:14]=[C:13]3I)=[O:8])[CH2:5][CH2:4][CH2:3][CH2:2]1.[CH3:32][N:33]1[CH2:38][CH2:37][CH:36]([O:39][C:40]2[CH:45]=[CH:44][C:43](B3OC(C)(C)C(C)(C)O3)=[CH:42][CH:41]=2)[CH2:35][CH2:34]1. (4) Given the product [CH3:8][C:9]([CH3:43])=[CH:10][C:11]1[N:12]([CH2:41][CH3:42])[C:13]([C:16]2[CH:21]=[CH:20][N:19]=[C:18]([NH:22][C:23]3[CH:24]=[CH:25][C:26]([S:29](=[O:39])(=[O:40])[NH:30][CH2:35][CH2:36][O:37][CH3:38])=[CH:27][CH:28]=3)[N:17]=2)=[CH:14][N:15]=1, predict the reactants needed to synthesize it. The reactants are: C(O)(C(F)(F)F)=O.[CH3:8][C:9]([CH3:43])=[CH:10][C:11]1[N:12]([CH2:41][CH3:42])[C:13]([C:16]2[CH:21]=[CH:20][N:19]=[C:18]([NH:22][C:23]3[CH:28]=[CH:27][C:26]([S:29](=[O:40])(=[O:39])[N:30]([CH2:35][CH2:36][O:37][CH3:38])C(C)(C)C)=[CH:25][CH:24]=3)[N:17]=2)=[CH:14][N:15]=1.C1(OC)C=CC=CC=1. (5) The reactants are: [CH3:1][C:2]1[CH:7]=[CH:6][CH:5]=[C:4]([CH3:8])[C:3]=1[N:9]=[C:10]=[O:11].ClC1C=CC=C(C)C=1N=C=O.[NH2:23][C:24]1[CH:32]=[C:31]([F:33])[C:30]([F:34])=[CH:29][C:25]=1[C:26]([OH:28])=O.NC1C(C(O)=O)=CC2C(C=1)=CC=CC=2.[CH2:49]1[CH2:54][CH2:53][CH:52]([CH2:55][C@H:56]([NH:60]C(OCC2C3C(=CC=CC=3)C3C2=CC=CC=3)=O)[C:57]([OH:59])=[O:58])[CH2:51][CH2:50]1.C1CCC([C@H](NC(OCC2C3C(=CC=CC=3)C3C2=CC=CC=3)=O)C(O)=O)CC1. Given the product [CH:52]1([CH2:55][C@@H:56]([C:57]([OH:59])=[O:58])[NH:60][C:26](=[O:28])[C:25]2[CH:29]=[C:30]([F:34])[C:31]([F:33])=[CH:32][C:24]=2[NH:23][C:10]([NH:9][C:3]2[C:2]([CH3:1])=[CH:7][CH:6]=[CH:5][C:4]=2[CH3:8])=[O:11])[CH2:53][CH2:54][CH2:49][CH2:50][CH2:51]1, predict the reactants needed to synthesize it. (6) Given the product [ClH:24].[C:4]([C:6]1[CH:7]=[CH:8][C:9]2[N:10]([CH:12]=[C:13]([C:15]([NH:17][C:18]3[CH:23]=[CH:22][CH:21]=[CH:20][CH:19]=3)=[O:16])[N:14]=2)[CH:11]=1)(=[O:3])[CH3:5], predict the reactants needed to synthesize it. The reactants are: C([O:3][C:4]([C:6]1[CH:7]=[CH:8][C:9]2[N:10]([CH:12]=[C:13]([C:15]([NH:17][C:18]3[CH:23]=[CH:22][CH:21]=[CH:20][CH:19]=3)=[O:16])[N:14]=2)[CH:11]=1)=[CH2:5])C.[ClH:24].